This data is from Reaction yield outcomes from USPTO patents with 853,638 reactions. The task is: Predict the reaction yield, written as a fraction of the theoretical maximum amount of product (1.0 means a 100% yield; for example, 0.34 means a 34% yield). (1) The reactants are [CH3:1][O:2][C:3](=[O:12])[CH2:4][C:5]1[CH:6]=[N:7][CH:8]=[C:9](Br)[CH:10]=1.C1(P(C2CCCCC2)C2C=CC=CC=2C2C(OC)=CC=CC=2OC)CCCCC1.P([O-])([O-])([O-])=O.[K+].[K+].[K+].[CH2:50]([C:52]([C:70]1[CH:83]=[CH:82][C:73]([O:74][CH2:75][CH:76]([OH:81])[C:77]([CH3:80])([CH3:79])[CH3:78])=[C:72]([CH3:84])[CH:71]=1)([C:55]1[CH:60]=[CH:59][C:58](B2OC(C)(C)C(C)(C)O2)=[CH:57][CH:56]=1)[CH2:53][CH3:54])[CH3:51].C(=O)(O)[O-].[Na+]. The yield is 0.630. The product is [CH3:1][O:2][C:3](=[O:12])[CH2:4][C:5]1[CH:6]=[N:7][CH:8]=[C:9]([C:58]2[CH:57]=[CH:56][C:55]([C:52]([CH2:50][CH3:51])([C:70]3[CH:83]=[CH:82][C:73]([O:74][CH2:75][CH:76]([OH:81])[C:77]([CH3:78])([CH3:79])[CH3:80])=[C:72]([CH3:84])[CH:71]=3)[CH2:53][CH3:54])=[CH:60][CH:59]=2)[CH:10]=1. The catalyst is C1(C)C=CC=CC=1.C([O-])(=O)C.[Pd+2].C([O-])(=O)C.O. (2) The reactants are [CH2:1]([O:3][C:4](=[O:34])[C:5]([CH3:33])([O:22][C:23]1[CH:24]=[C:25]2[C:30](=[CH:31][CH:32]=1)[N:29]=[CH:28][CH:27]=[CH:26]2)[CH:6]([C:8]1[CH:13]=[CH:12][C:11]([O:14][CH2:15][C:16]2[CH:21]=[CH:20][CH:19]=[CH:18][CH:17]=2)=[CH:10][CH:9]=1)O)[CH3:2].FC(F)(F)C(O)=O.C([SiH](CC)CC)C. The catalyst is ClC(Cl)C.CCOCC. The product is [CH2:1]([O:3][C:4](=[O:34])[C:5]([CH3:33])([O:22][C:23]1[CH:24]=[C:25]2[C:30](=[CH:31][CH:32]=1)[N:29]=[CH:28][CH:27]=[CH:26]2)[CH2:6][C:8]1[CH:9]=[CH:10][C:11]([O:14][CH2:15][C:16]2[CH:21]=[CH:20][CH:19]=[CH:18][CH:17]=2)=[CH:12][CH:13]=1)[CH3:2]. The yield is 0.860. (3) The reactants are [CH2:1]1[CH:5]2[CH2:6][CH:7]([NH2:8])[CH:3]([CH2:4]2)[CH2:2]1.[OH-].[Na+].Cl[CH2:12][CH:13]([OH:19])[CH2:14][S:15]([OH:18])(=[O:17])=[O:16].[Na]. The catalyst is O1CCOCC1.O. The product is [CH:3]12[CH2:4][CH:5]([CH2:1][CH2:2]1)[CH2:6][CH:7]2[NH:8][CH2:12][CH:13]([OH:19])[CH2:14][S:15]([OH:18])(=[O:17])=[O:16]. The yield is 0.170. (4) The reactants are CC([CH:5]1[CH:9]([C:10]2[C:18]3[C:13](=[C:14]([C:25]([NH2:27])=[O:26])[CH:15]=[C:16]([C:19]4[CH:24]=[CH:23][CH:22]=[CH:21][CH:20]=4)[CH:17]=3)[NH:12][CH:11]=2)[CH2:8][CH2:7][N:6]1C([O-])=O)(C)C.[CH2:31]([S:33](Cl)(=[O:35])=[O:34])[CH3:32].C(N(CC)CC)C. The catalyst is C1COCC1.C(O)(C(F)(F)F)=O.ClCCl. The yield is 0.150. The product is [CH2:31]([S:33]([N:6]1[CH2:7][CH2:8][CH:9]([C:10]2[C:18]3[C:13](=[C:14]([C:25]([NH2:27])=[O:26])[CH:15]=[C:16]([C:19]4[CH:24]=[CH:23][CH:22]=[CH:21][CH:20]=4)[CH:17]=3)[NH:12][CH:11]=2)[CH2:5]1)(=[O:35])=[O:34])[CH3:32]. (5) The reactants are Br[CH:2]([CH2:8]Br)[C:3]([O:5][CH2:6][CH3:7])=[O:4].[NH2:10][C:11]1[CH:16]=[CH:15][CH:14]=[CH:13][C:12]=1[OH:17].C(=O)([O-])[O-].[K+].[K+].C(OCC)(=O)C. The catalyst is CC(C)=O.O. The product is [O:17]1[C:12]2[CH:13]=[CH:14][CH:15]=[CH:16][C:11]=2[NH:10][CH2:8][CH:2]1[C:3]([O:5][CH2:6][CH3:7])=[O:4]. The yield is 0.240. (6) The reactants are Br[C:2]1[CH:7]=[C:6]([CH2:8][NH:9][C:10]2[CH:28]=[CH:27][CH:26]=[C:25]([F:29])[C:11]=2[C:12]([NH:14][C:15]2[CH:16]=[CH:17][C:18]3[C:22]([CH:23]=2)=[N:21][N:20]([CH3:24])[CH:19]=3)=[O:13])[CH:5]=[CH:4][N:3]=1.CC1(C)C2C(=C(P(C3C=CC=CC=3)C3C=CC=CC=3)C=CC=2)OC2C(P(C3C=CC=CC=3)C3C=CC=CC=3)=CC=CC1=2.C(=O)([O-])[O-].[Cs+].[Cs+].[N:78]1([C:84]([NH2:86])=[O:85])[CH2:83][CH2:82][O:81][CH2:80][CH2:79]1. The catalyst is O1CCOCC1.C1C=CC(/C=C/C(/C=C/C2C=CC=CC=2)=O)=CC=1.C1C=CC(/C=C/C(/C=C/C2C=CC=CC=2)=O)=CC=1.C1C=CC(/C=C/C(/C=C/C2C=CC=CC=2)=O)=CC=1.[Pd].[Pd].CN(C=O)C. The product is [F:29][C:25]1[C:11]([C:12](=[O:13])[NH:14][C:15]2[CH:16]=[CH:17][C:18]3[C:22]([CH:23]=2)=[N:21][N:20]([CH3:24])[CH:19]=3)=[C:10]([NH:9][CH2:8][C:6]2[CH:5]=[CH:4][N:3]=[C:2]([NH:86][C:84]([N:78]3[CH2:83][CH2:82][O:81][CH2:80][CH2:79]3)=[O:85])[CH:7]=2)[CH:28]=[CH:27][CH:26]=1. The yield is 0.520. (7) The reactants are [H-].[Na+].[N:3]1[C:12]2[C:7](=[CH:8][CH:9]=[CH:10][CH:11]=2)[C:6](O)=[CH:5][N:4]=1.NCC(C1C=CC=CC=1)=O.C1C=CC(N(S(C(F)(F)F)(=O)=O)S(C(F)(F)F)(=O)=O)=CC=1.[C:45]([N:52]1[CH2:57][CH2:56][NH:55][CH2:54][CH2:53]1)([O:47][C:48]([CH3:51])([CH3:50])[CH3:49])=[O:46]. The catalyst is CN(C=O)C. The product is [C:48]([O:47][C:45]([N:52]1[CH2:57][CH2:56][N:55]([C:6]2[C:7]3[C:12](=[CH:11][CH:10]=[CH:9][CH:8]=3)[N:3]=[N:4][CH:5]=2)[CH2:54][CH2:53]1)=[O:46])([CH3:51])([CH3:49])[CH3:50]. The yield is 0.380. (8) The reactants are [CH3:1][O:2][C:3]([C:5]1([C:8]2[CH:13]=[C:12](I)[C:11]([O:15][CH2:16][C:17]([CH3:19])=[CH2:18])=[C:10](I)[CH:9]=2)[CH2:7][CH2:6]1)=[O:4].CCCC[SnH](CCCC)CCCC.CC(N=NC(C#N)(C)C)(C#N)C. The catalyst is C1(C)C=CC=CC=1. The product is [CH3:1][O:2][C:3]([C:5]1([C:8]2[CH:13]=[CH:12][C:11]3[O:15][CH2:16][C:17]([CH3:19])([CH3:18])[C:10]=3[CH:9]=2)[CH2:7][CH2:6]1)=[O:4]. The yield is 0.620.